Predict the reactants needed to synthesize the given product. From a dataset of Full USPTO retrosynthesis dataset with 1.9M reactions from patents (1976-2016). Given the product [CH2:8]([O:15][CH2:16][C:17]([CH:2]([C:1]#[N:5])[C:3]#[N:4])=[O:18])[C:9]1[CH:14]=[CH:13][CH:12]=[CH:11][CH:10]=1, predict the reactants needed to synthesize it. The reactants are: [C:1](#[N:5])[CH2:2][C:3]#[N:4].[H-].[Na+].[CH2:8]([O:15][CH2:16][C:17](Cl)=[O:18])[C:9]1[CH:14]=[CH:13][CH:12]=[CH:11][CH:10]=1.Cl.